From a dataset of NCI-60 drug combinations with 297,098 pairs across 59 cell lines. Regression. Given two drug SMILES strings and cell line genomic features, predict the synergy score measuring deviation from expected non-interaction effect. Drug 1: CCC1=C2CN3C(=CC4=C(C3=O)COC(=O)C4(CC)O)C2=NC5=C1C=C(C=C5)O. Drug 2: CN(C(=O)NC(C=O)C(C(C(CO)O)O)O)N=O. Cell line: T-47D. Synergy scores: CSS=39.4, Synergy_ZIP=-4.27, Synergy_Bliss=-1.59, Synergy_Loewe=-14.0, Synergy_HSA=-1.35.